Dataset: Reaction yield outcomes from USPTO patents with 853,638 reactions. Task: Predict the reaction yield, written as a fraction of the theoretical maximum amount of product (1.0 means a 100% yield; for example, 0.34 means a 34% yield). The reactants are [OH:1][C@H:2]1[CH2:7][CH2:6][C@H:5]([N:8]2[C:13](=[O:14])[C:12]([CH:15]([C:17]3[CH:22]=[CH:21][C:20]([C:23]4[C:24]([C:29]#[N:30])=[CH:25][CH:26]=[CH:27][CH:28]=4)=[CH:19][CH:18]=3)[CH3:16])=[C:11]([CH2:31][CH2:32][CH3:33])[N:10]3[N:34]=[CH:35][CH:36]=[C:9]23)[CH2:4][CH2:3]1.C(OC(=O)C=[N+:42]=[N-])C.[C:45]([O:48]CC)(=[O:47])C.[OH2:51].[C:52]1([CH3:58])[CH:57]=CC=C[CH:53]=1. The catalyst is C([O-])(=O)C.[Rh+3].C([O-])(=O)C.C([O-])(=O)C. The product is [OH:51][C:52]([CH3:58])([CH3:57])[CH2:53][O:1][C@H:2]1[CH2:3][CH2:4][C@H:5]([N:8]2[C:13](=[O:14])[C:12]([CH:15]([C:17]3[CH:22]=[CH:21][C:20]([C:23]4[CH:28]=[CH:27][CH:26]=[CH:25][C:24]=4[C:29]4[NH:42][C:45](=[O:47])[O:48][N:30]=4)=[CH:19][CH:18]=3)[CH3:16])=[C:11]([CH2:31][CH2:32][CH3:33])[N:10]3[N:34]=[CH:35][CH:36]=[C:9]23)[CH2:6][CH2:7]1. The yield is 0.340.